The task is: Predict the reaction yield, written as a fraction of the theoretical maximum amount of product (1.0 means a 100% yield; for example, 0.34 means a 34% yield).. This data is from Reaction yield outcomes from USPTO patents with 853,638 reactions. (1) The reactants are [C:1]([C:4]1[CH:5]=[N:6][C:7]2[C:12]([C:13]=1[NH:14][C:15]1[CH:16]=[CH:17][C:18]([N:21]3[CH2:25][CH2:24][CH:23]([NH:26]C(=O)OC(C)(C)C)[CH2:22]3)=[N:19][CH:20]=1)=[CH:11][C:10](Br)=[CH:9][CH:8]=2)(=[O:3])[CH3:2].[Cl:35][C:36]1[CH:41]=[C:40](B2OC(C)(C)C(C)(C)O2)[CH:39]=[C:38]([O:51][CH3:52])[C:37]=1[OH:53]. No catalyst specified. The product is [NH2:26][CH:23]1[CH2:24][CH2:25][N:21]([C:18]2[N:19]=[CH:20][C:15]([NH:14][C:13]3[C:12]4[C:7](=[CH:8][CH:9]=[C:10]([C:40]5[CH:39]=[C:38]([O:51][CH3:52])[C:37]([OH:53])=[C:36]([Cl:35])[CH:41]=5)[CH:11]=4)[N:6]=[CH:5][C:4]=3[C:1](=[O:3])[CH3:2])=[CH:16][CH:17]=2)[CH2:22]1. The yield is 0.150. (2) The reactants are C([O:8][C:9]1[C:18]([CH:19]([CH3:21])[CH3:20])=[CH:17][C:12]([C:13]([O:15][CH3:16])=[O:14])=[C:11]([O:22][CH3:23])[CH:10]=1)C1C=CC=CC=1. The catalyst is [Pd].CO. The yield is 0.970. The product is [OH:8][C:9]1[C:18]([CH:19]([CH3:21])[CH3:20])=[CH:17][C:12]([C:13]([O:15][CH3:16])=[O:14])=[C:11]([O:22][CH3:23])[CH:10]=1.